Predict the product of the given reaction. From a dataset of Forward reaction prediction with 1.9M reactions from USPTO patents (1976-2016). (1) Given the reactants [NH2:1][C:2]1[CH:9]=[C:8]([NH:10][CH2:11][CH2:12][O:13][CH3:14])[C:5]([C:6]#[N:7])=[CH:4][N:3]=1.N1([C:20](N2C=NC=N2)=[O:21])C=NC=N1.[CH3:27][O:28][CH:29]([O:50][CH3:51])[C:30]1[C:39]([CH2:40][N:41]([CH2:45][CH2:46][N:47]([CH3:49])[CH3:48])[C:42](=[O:44])[CH3:43])=[CH:38][C:37]2[CH2:36][CH2:35][CH2:34][NH:33][C:32]=2[N:31]=1, predict the reaction product. The product is: [C:6]([C:5]1[C:8]([NH:10][CH2:11][CH2:12][O:13][CH3:14])=[CH:9][C:2]([NH:1][C:20]([N:33]2[C:32]3[C:37](=[CH:38][C:39]([CH2:40][N:41]([CH2:45][CH2:46][N:47]([CH3:48])[CH3:49])[C:42](=[O:44])[CH3:43])=[C:30]([CH:29]([O:28][CH3:27])[O:50][CH3:51])[N:31]=3)[CH2:36][CH2:35][CH2:34]2)=[O:21])=[N:3][CH:4]=1)#[N:7]. (2) Given the reactants [CH3:1][O:2][C:3](=[O:22])[C@H:4]([NH:8][S:9]([C:12]1[CH:21]=[CH:20][C:15]2[N:16]=[C:17](Cl)[S:18][C:14]=2[CH:13]=1)(=[O:11])=[O:10])[CH:5]([CH3:7])[CH3:6].C([O-])([O-])=O.[K+].[K+].[C:29]1([SH:35])[CH:34]=[CH:33][CH:32]=[CH:31][CH:30]=1.O.C(OC(=O)C)C, predict the reaction product. The product is: [CH3:1][O:2][C:3](=[O:22])[C@H:4]([NH:8][S:9]([C:12]1[CH:21]=[CH:20][C:15]2[N:16]=[C:17]([S:35][C:29]3[CH:34]=[CH:33][CH:32]=[CH:31][CH:30]=3)[S:18][C:14]=2[CH:13]=1)(=[O:11])=[O:10])[CH:5]([CH3:7])[CH3:6]. (3) Given the reactants [C:1]([C:4]1[CH:9]=[C:8]([F:10])[CH:7]=[CH:6][C:5]=1[S:11][C:12]1[C:13]([C:17](O)=[O:18])=[CH:14][S:15][CH:16]=1)(O)=[O:2].C(C1C=CC=C([N+]([O-])=O)C=1SC1C=CC(F)=CC=1C(O)=O)(O)=O.B, predict the reaction product. The product is: [F:10][C:8]1[CH:7]=[CH:6][C:5]([S:11][C:12]2[C:13]([CH2:17][OH:18])=[CH:14][S:15][CH:16]=2)=[C:4]([CH2:1][OH:2])[CH:9]=1. (4) Given the reactants C(OC([N:8]([CH2:19][CH2:20][NH:21]C(OC(C)(C)C)=O)[CH2:9][C:10]([NH:12][CH2:13][CH2:14][CH2:15][C:16]([OH:18])=O)=[O:11])=O)(C)(C)C.[ClH:29].Cl.[C:31]1([CH2:37][CH2:38][CH2:39][CH2:40][C:41]2[CH:46]=[CH:45][C:44]([CH2:47][C:48]([NH:50]OC(=O)CCC3CCNCC3)=[O:49])=[CH:43][CH:42]=2)[CH:36]=[CH:35][CH:34]=[CH:33][CH:32]=1, predict the reaction product. The product is: [ClH:29].[ClH:29].[NH2:21][CH2:20][CH2:19][NH:8][CH2:9][C:10]([NH:12][CH2:13][CH2:14][CH2:15][C:16](=[O:18])[NH:50][C:48](=[O:49])[CH2:47][C:44]1[CH:45]=[CH:46][C:41]([CH2:40][CH2:39][CH2:38][CH2:37][C:31]2[CH:32]=[CH:33][CH:34]=[CH:35][CH:36]=2)=[CH:42][CH:43]=1)=[O:11]. (5) Given the reactants FC(F)(F)S(O[C:7]1[CH:16]=[CH:15][C:10]([C:11]([O:13][CH3:14])=[O:12])=[CH:9][C:8]=1[C:17]([O:19][CH3:20])=[O:18])(=O)=O.[F:23][C:24]1[CH:29]=[CH:28][C:27]([F:30])=[CH:26][C:25]=1B(O)O.C(=O)([O-])[O-].[K+].[K+], predict the reaction product. The product is: [F:23][C:24]1[CH:29]=[CH:28][C:27]([F:30])=[CH:26][C:25]=1[C:7]1[C:8]([C:17]([O:19][CH3:20])=[O:18])=[CH:9][C:10]([C:11]([O:13][CH3:14])=[O:12])=[CH:15][CH:16]=1. (6) Given the reactants [CH:1](=O)[C:2]1[CH:7]=[CH:6][CH:5]=[CH:4][CH:3]=1.C(O[BH-](OC(=O)C)OC(=O)C)(=O)C.[Na+].FC(F)(F)C(O)=O.[NH:30]1[CH2:35][CH2:34][CH:33]([O:36][C:37]2[CH:45]=[CH:44][C:40]([C:41]([NH2:43])=[O:42])=[CH:39][CH:38]=2)[CH2:32][CH2:31]1.[OH-].[Na+], predict the reaction product. The product is: [CH2:1]([N:30]1[CH2:31][CH2:32][CH:33]([O:36][C:37]2[CH:45]=[CH:44][C:40]([C:41]([NH2:43])=[O:42])=[CH:39][CH:38]=2)[CH2:34][CH2:35]1)[C:2]1[CH:7]=[CH:6][CH:5]=[CH:4][CH:3]=1.